Dataset: Forward reaction prediction with 1.9M reactions from USPTO patents (1976-2016). Task: Predict the product of the given reaction. (1) Given the reactants [CH:1]1([C:6]([N:8]2[CH2:13][CH:12]([C:14]3[CH:19]=[CH:18][C:17]([CH2:20][CH3:21])=[CH:16][CH:15]=3)[CH2:11][CH:10]([C:22]([OH:24])=O)[CH2:9]2)=[O:7])[CH2:5][CH2:4][CH2:3][CH2:2]1.O[N:26]=[C:27]([NH2:35])[CH2:28][N:29]1[CH2:34][CH2:33][O:32][CH2:31][CH2:30]1, predict the reaction product. The product is: [CH:1]1([C:6]([N:8]2[CH2:13][CH:12]([C:14]3[CH:15]=[CH:16][C:17]([CH2:20][CH3:21])=[CH:18][CH:19]=3)[CH2:11][CH:10]([C:22]3[O:24][N:35]=[C:27]([CH2:28][N:29]4[CH2:34][CH2:33][O:32][CH2:31][CH2:30]4)[N:26]=3)[CH2:9]2)=[O:7])[CH2:2][CH2:3][CH2:4][CH2:5]1. (2) Given the reactants [NH2:1][C:2]([NH:4][C:5]1[C:13]2[C:8](=[C:9]([O:18][CH2:19][C:20]([N:22]([CH3:24])[CH3:23])=[O:21])[CH:10]=[C:11]([CH2:14][CH:15]([CH3:17])[CH3:16])[CH:12]=2)[NH:7][N:6]=1)=[S:3].Br[C:26](OCC)(OCC)[CH3:27].C(=O)([O-])O.[Na+], predict the reaction product. The product is: [CH2:14]([C:11]1[CH:12]=[C:13]2[C:8](=[C:9]([O:18][CH2:19][C:20]([N:22]([CH3:24])[CH3:23])=[O:21])[CH:10]=1)[NH:7][N:6]=[C:5]2[NH:4][C:2]1[S:3][CH:26]=[CH:27][N:1]=1)[CH:15]([CH3:17])[CH3:16].